Dataset: Catalyst prediction with 721,799 reactions and 888 catalyst types from USPTO. Task: Predict which catalyst facilitates the given reaction. (1) Reactant: [Br:1][C:2]1[N:6]2[CH:7]=[CH:8][N:9]=[C:10](Cl)[C:5]2=[N:4][CH:3]=1.Cl.[NH2:13][CH2:14][C:15]1[CH:20]=[CH:19][C:18]([S:21]([NH2:24])(=[O:23])=[O:22])=[CH:17][CH:16]=1.CCN(C(C)C)C(C)C. Product: [Br:1][C:2]1[N:6]2[CH:7]=[CH:8][N:9]=[C:10]([NH:13][CH2:14][C:15]3[CH:16]=[CH:17][C:18]([S:21]([NH2:24])(=[O:22])=[O:23])=[CH:19][CH:20]=3)[C:5]2=[N:4][CH:3]=1. The catalyst class is: 619. (2) Reactant: [H-].[Na+].[C:3]1([NH:9][CH2:10][C:11]2[CH:16]=[CH:15][CH:14]=[CH:13][CH:12]=2)[CH:8]=[CH:7][CH:6]=[CH:5][CH:4]=1.I[CH3:18]. Product: [CH2:10]([N:9]([CH3:18])[C:3]1[CH:4]=[CH:5][CH:6]=[CH:7][CH:8]=1)[C:11]1[CH:12]=[CH:13][CH:14]=[CH:15][CH:16]=1. The catalyst class is: 9.